Dataset: Retrosynthesis with 50K atom-mapped reactions and 10 reaction types from USPTO. Task: Predict the reactants needed to synthesize the given product. (1) Given the product N#Cc1cc(C=O)ccc1Oc1ccc(F)cc1, predict the reactants needed to synthesize it. The reactants are: N#Cc1cc(C=O)ccc1F.Oc1ccc(F)cc1. (2) Given the product O=C(O)[C@@H]1CC[C@H]2C=Cc3ccccc3C(=O)N2C1, predict the reactants needed to synthesize it. The reactants are: COC(=O)C1CCC2C=Cc3ccccc3C(=O)N2C1. (3) Given the product O=C(C#Cc1ccccc1)Nc1ccccc1, predict the reactants needed to synthesize it. The reactants are: Nc1ccccc1.O=C(O)C#Cc1ccccc1. (4) Given the product CC(C)(C)OC(=O)N1CCc2[nH]c3c(NC(=O)CCCl)cccc3c2C1, predict the reactants needed to synthesize it. The reactants are: CC(C)(C)OC(=O)N1CCc2[nH]c3c(N)cccc3c2C1.O=C(Cl)CCCl. (5) Given the product CS(=O)(=O)c1cc(Cl)cc(Oc2ccc(Cl)c(-c3ncnc4c(C(F)(F)F)cccc34)c2)c1, predict the reactants needed to synthesize it. The reactants are: CS(=O)(=O)c1cc(Cl)cc(Cl)c1.Oc1ccc(Cl)c(-c2ncnc3c(C(F)(F)F)cccc23)c1. (6) Given the product CCc1nc(NCC(C)O)c2c(n1)c(C)nn2C, predict the reactants needed to synthesize it. The reactants are: CC(O)CN.CCc1nc(Cl)c2c(n1)c(C)nn2C. (7) Given the product Cc1onc(-c2c(Cl)cncc2Cl)c1C(=O)NC1CCCC(CNC(=O)OCc2ccccc2)C1, predict the reactants needed to synthesize it. The reactants are: Cc1onc(-c2c(Cl)cncc2Cl)c1C(=O)O.NC1CCCC(CNC(=O)OCc2ccccc2)C1.